From a dataset of Forward reaction prediction with 1.9M reactions from USPTO patents (1976-2016). Predict the product of the given reaction. (1) Given the reactants S([O-])(O[O-])(=O)=O.[K+].[K+].[Cl:9][C:10]1[CH:29]=[CH:28][C:27]([CH:30]=[O:31])=[CH:26][C:11]=1[C:12]([NH:14][CH2:15][C:16]12[CH2:25][CH:20]3[CH2:21][CH:22]([CH2:24][CH:18]([CH2:19]3)[CH2:17]1)[CH2:23]2)=[O:13].C(OCC)(=[O:34])C.Cl, predict the reaction product. The product is: [Cl:9][C:10]1[CH:29]=[CH:28][C:27]([C:30]([OH:34])=[O:31])=[CH:26][C:11]=1[C:12]([NH:14][CH2:15][C:16]12[CH2:25][CH:20]3[CH2:19][CH:18]([CH2:24][CH:22]([CH2:21]3)[CH2:23]1)[CH2:17]2)=[O:13]. (2) Given the reactants [OH-:1].[Na+].OO.[CH3:5][C:6]1[C:7](=[O:12])[CH2:8][CH2:9][CH2:10][CH:11]=1, predict the reaction product. The product is: [CH3:5][C:6]12[O:12][CH:7]1[CH2:8][CH2:9][CH2:10][C:11]2=[O:1]. (3) Given the reactants [CH2:1]([O:3][C:4]([C:6]1[C:14]2[C:9](=[CH:10][C:11]([O:15][Si:16]([C:29]([CH3:32])([CH3:31])[CH3:30])([C:23]3[CH:28]=[CH:27][CH:26]=[CH:25][CH:24]=3)[C:17]3[CH:22]=[CH:21][CH:20]=[CH:19][CH:18]=3)=[CH:12][CH:13]=2)[NH:8][N:7]=1)=[O:5])[CH3:2].[O:33]1[CH:38]=[CH:37][CH2:36][CH2:35][CH2:34]1.O.C1(C)C(S(O)(=O)=O)=CC=CC=1.C(=O)([O-])O.[Na+], predict the reaction product. The product is: [CH2:1]([O:3][C:4]([C:6]1[C:14]2[C:9](=[CH:10][C:11]([O:15][Si:16]([C:29]([CH3:31])([CH3:30])[CH3:32])([C:23]3[CH:24]=[CH:25][CH:26]=[CH:27][CH:28]=3)[C:17]3[CH:22]=[CH:21][CH:20]=[CH:19][CH:18]=3)=[CH:12][CH:13]=2)[N:8]([CH:34]2[CH2:35][CH2:36][CH2:37][CH2:38][O:33]2)[N:7]=1)=[O:5])[CH3:2]. (4) Given the reactants [CH2:1]([O:3][C:4]([N:6]1[CH2:11][CH2:10][N:9]([C:12](=[O:39])[C@@H:13]([NH2:38])[CH2:14][CH2:15][CH2:16][NH:17]/[C:18](/[NH2:37])=[N:19]/[S:20]([C:23]2[C:24]([CH3:36])=[C:25]([CH3:35])[C:26]3[O:30][C:29]([CH3:32])([CH3:31])[CH2:28][C:27]=3[C:33]=2[CH3:34])(=[O:22])=[O:21])[CH2:8][CH2:7]1)=[O:5])[CH3:2].[OH-].[Na+].[Cl-].[OH:43][S:44]([OH:47])(=O)=O.[CH2:48]1[CH2:52]O[CH2:50][CH2:49]1, predict the reaction product. The product is: [CH2:1]([O:3][C:4]([N:6]1[CH2:7][CH2:8][N:9]([C:12](=[O:39])[C@@H:13]([NH:38][S:44]([C:48]2[C:52]([CH:25]([CH3:26])[CH3:35])=[CH:24][C:23]([CH:33]([CH3:27])[CH3:34])=[CH:50][C:49]=2[CH:13]([CH3:14])[CH3:12])(=[O:47])=[O:43])[CH2:14][CH2:15][CH2:16][NH:17]/[C:18](/[NH2:37])=[N:19]/[S:20]([C:23]2[C:24]([CH3:36])=[C:25]([CH3:35])[C:26]3[O:30][C:29]([CH3:31])([CH3:32])[CH2:28][C:27]=3[C:33]=2[CH3:34])(=[O:22])=[O:21])[CH2:10][CH2:11]1)=[O:5])[CH3:2]. (5) Given the reactants [CH3:1][C:2]1[CH:10]=[CH:9][CH:8]=[CH:7][C:3]=1[C:4](Cl)=[O:5].Cl.[NH:12]1[CH2:17][CH2:16][C:15](O)([OH:18])[CH2:14][CH2:13]1.C(=O)([O-])[O-].[K+].[K+], predict the reaction product. The product is: [CH3:1][C:2]1[CH:10]=[CH:9][CH:8]=[CH:7][C:3]=1[C:4]([N:12]1[CH2:17][CH2:16][C:15](=[O:18])[CH2:14][CH2:13]1)=[O:5]. (6) The product is: [C:4]1([S:10]([CH2:13][C:14]2[C:19]([C:20]([OH:22])=[O:21])=[C:18]([CH2:24][CH3:25])[C:17]([C:26]3[CH:30]=[CH:29][O:28][CH:27]=3)=[CH:16][CH:15]=2)(=[O:12])=[O:11])[CH:5]=[CH:6][CH:7]=[CH:8][CH:9]=1. Given the reactants O.[OH-].[Li+].[C:4]1([S:10]([CH2:13][C:14]2[C:19]([C:20]([O:22]C)=[O:21])=[C:18]([CH2:24][CH3:25])[C:17]([C:26]3[CH:30]=[CH:29][O:28][CH:27]=3)=[CH:16][CH:15]=2)(=[O:12])=[O:11])[CH:9]=[CH:8][CH:7]=[CH:6][CH:5]=1.C(OCC)(=O)C, predict the reaction product. (7) Given the reactants [CH2:1]([O:4][CH2:5][CH:6](O)[CH3:7])[CH:2]=[CH2:3].[Si]([O-])([O-])([O-])[O-:10].[Mg+2].[Mg+2].[CH3:16][Si:17]([CH3:27])([CH3:26])[O:18][SiH:19]([CH3:25])[O:20][Si:21]([CH3:24])([CH3:23])[CH3:22].OO, predict the reaction product. The product is: [CH3:25][Si:19]([CH2:3][CH2:2][CH2:1][O:4][CH:5]([OH:10])[CH2:6][CH3:7])([O:20][Si:21]([CH3:24])([CH3:23])[CH3:22])[O:18][Si:17]([CH3:26])([CH3:27])[CH3:16].